From a dataset of Full USPTO retrosynthesis dataset with 1.9M reactions from patents (1976-2016). Predict the reactants needed to synthesize the given product. (1) Given the product [C:29]([OH:36])(=[O:35])/[CH:30]=[CH:31]/[C:32]([OH:34])=[O:33].[CH:1]([O:4][C:5]1[CH:6]=[CH:7][C:8]([S:11][C:12]2[CH:26]=[CH:25][C:15]([O:16][CH:17]3[CH:22]4[CH2:23][CH2:24][N:19]([CH2:20][CH2:21]4)[CH2:18]3)=[CH:14][CH:13]=2)=[CH:9][CH:10]=1)([CH3:3])[CH3:2], predict the reactants needed to synthesize it. The reactants are: [CH:1]([O:4][C:5]1[CH:10]=[CH:9][C:8]([S:11][C:12]2[CH:26]=[CH:25][C:15]([O:16][CH:17]3[CH:22]4[CH2:23][CH2:24][N:19]([CH2:20][CH2:21]4)[CH2:18]3)=[CH:14][CH:13]=2)=[CH:7][CH:6]=1)([CH3:3])[CH3:2].CO.[C:29]([OH:36])(=[O:35])/[CH:30]=[CH:31]/[C:32]([OH:34])=[O:33]. (2) Given the product [Br:15][C:16]1[CH:21]=[CH:20][C:19]([CH2:22][C:11]([C:8]2[CH:9]=[CH:10][C:5]3[O:4][C:3](=[O:14])[N:2]([CH3:1])[C:6]=3[CH:7]=2)=[O:12])=[C:18]([C:24]([F:25])([F:26])[F:27])[CH:17]=1, predict the reactants needed to synthesize it. The reactants are: [CH3:1][N:2]1[C:6]2[CH:7]=[C:8]([C:11](Cl)=[O:12])[CH:9]=[CH:10][C:5]=2[O:4][C:3]1=[O:14].[Br:15][C:16]1[CH:21]=[CH:20][C:19]([CH2:22]Br)=[C:18]([C:24]([F:27])([F:26])[F:25])[CH:17]=1.C([O-])(O)=O.[Na+]. (3) Given the product [F:1][C:2]1[CH:3]=[C:4]([CH:22]=[CH:23][CH:24]=1)[CH2:5][C@@H:6]1[CH2:11][C@@H:10]([C:12]2[O:16][NH:15][C:14](=[O:17])[CH:13]=2)[CH2:9][CH2:8][NH:7]1, predict the reactants needed to synthesize it. The reactants are: [F:1][C:2]1[CH:3]=[C:4]([CH:22]=[CH:23][CH:24]=1)[CH2:5][C@@H:6]1[CH2:11][C@@H:10]([C:12]2[O:16][NH:15][C:14](=[O:17])[CH:13]=2)[CH2:9][CH2:8][N:7]1C(OC)=O.Br. (4) Given the product [OH:31][C:28]1[C:27]([C:32]2[CH:33]=[N:34][CH:35]=[CH:36][CH:37]=2)=[C:26]2[NH:25][C:2]([C:8]3[CH:13]=[CH:12][CH:11]=[CH:10][CH:9]=3)=[CH:3][C:4](=[O:6])[N:30]2[N:29]=1, predict the reactants needed to synthesize it. The reactants are: O=[C:2]([C:8]1[CH:13]=[CH:12][CH:11]=[CH:10][CH:9]=1)[CH2:3][C:4]([O:6]C)=O.CC1C=CC(S(O)(=O)=O)=CC=1.[NH2:25][C:26]1[NH:30][N:29]=[C:28]([OH:31])[C:27]=1[C:32]1[CH:33]=[N:34][CH:35]=[CH:36][CH:37]=1. (5) Given the product [ClH:26].[Cl:26][C:23]1[CH:24]=[CH:25][C:20]([O:19][C:16]2[CH:15]=[CH:14][C:13]([O:12][CH2:11][C@H:7]3[CH2:8][CH2:9][CH2:10][N:6]3[CH2:5][CH2:4][C:3]([OH:27])=[O:2])=[CH:18][CH:17]=2)=[CH:21][CH:22]=1, predict the reactants needed to synthesize it. The reactants are: C[O:2][C:3](=[O:27])[CH2:4][CH2:5][N:6]1[CH2:10][CH2:9][CH2:8][C@@H:7]1[CH2:11][O:12][C:13]1[CH:18]=[CH:17][C:16]([O:19][C:20]2[CH:25]=[CH:24][C:23]([Cl:26])=[CH:22][CH:21]=2)=[CH:15][CH:14]=1.Cl.O1CCOCC1.